This data is from Forward reaction prediction with 1.9M reactions from USPTO patents (1976-2016). The task is: Predict the product of the given reaction. (1) Given the reactants [C:1]([O:4][C:5]1[CH:15]=[CH:14][CH:13]=[CH:12][C:6]=1[C:7]([O:9][CH2:10]Cl)=[O:8])(=[O:3])[CH3:2].[N+:16]([O:19][CH2:20][CH2:21][CH2:22][S:23][C:24]1[CH:32]=[CH:31][C:27]([C:28]([OH:30])=[O:29])=[CH:26][CH:25]=1)([O-:18])=[O:17].C(=O)([O-])[O-].[Cs+].[Cs+], predict the reaction product. The product is: [C:1]([O:4][C:5]1[CH:15]=[CH:14][CH:13]=[CH:12][C:6]=1[C:7]([O:9][CH2:10][O:30][C:28](=[O:29])[C:27]1[CH:26]=[CH:25][C:24]([S:23][CH2:22][CH2:21][CH2:20][O:19][N+:16]([O-:18])=[O:17])=[CH:32][CH:31]=1)=[O:8])(=[O:3])[CH3:2]. (2) Given the reactants [C:1]([CH:3]1[CH2:8][CH2:7][N:6]([C:9](=[O:44])[C@H:10]([NH:14][C:15]([C:17]2[C:25]3[C:20](=[N:21][CH:22]=[C:23]([C:26]4[CH:31]=[C:30]([C:32]([CH3:35])([CH3:34])[CH3:33])[CH:29]=[CH:28][N:27]=4)[N:24]=3)[N:19](COCC[Si](C)(C)C)[CH:18]=2)=[O:16])[CH:11]2[CH2:13][CH2:12]2)[CH2:5][CH2:4]1)#[N:2].FC(F)(F)C(O)=O, predict the reaction product. The product is: [C:1]([CH:3]1[CH2:8][CH2:7][N:6]([C:9](=[O:44])[C@H:10]([NH:14][C:15]([C:17]2[C:25]3[C:20](=[N:21][CH:22]=[C:23]([C:26]4[CH:31]=[C:30]([C:32]([CH3:34])([CH3:33])[CH3:35])[CH:29]=[CH:28][N:27]=4)[N:24]=3)[NH:19][CH:18]=2)=[O:16])[CH:11]2[CH2:12][CH2:13]2)[CH2:5][CH2:4]1)#[N:2]. (3) Given the reactants [CH3:1][O:2][CH2:3][CH:4]([NH:16][C:17]([N:19]1[CH2:24][C:23](=[O:25])[NH:22][C:21]2[C:26]([C:30](O)=[O:31])=[CH:27][CH:28]=[N:29][C:20]1=2)=[O:18])[C:5]1[CH:10]=[CH:9][C:8]([O:11][C:12]([F:15])([F:14])[F:13])=[CH:7][CH:6]=1.ClC(OCC(C)C)=O.C(N(CC)CC)C, predict the reaction product. The product is: [OH:31][CH2:30][C:26]1[C:21]2[NH:22][C:23](=[O:25])[CH2:24][N:19]([C:17]([NH:16][CH:4]([C:5]3[CH:10]=[CH:9][C:8]([O:11][C:12]([F:13])([F:14])[F:15])=[CH:7][CH:6]=3)[CH2:3][O:2][CH3:1])=[O:18])[C:20]=2[N:29]=[CH:28][CH:27]=1.